Dataset: Catalyst prediction with 721,799 reactions and 888 catalyst types from USPTO. Task: Predict which catalyst facilitates the given reaction. Product: [Cl:1][C:2]1[CH:3]=[CH:4][C:5]([C:25]2([CH3:27])[CH2:26][O:36]2)=[C:6]([CH:24]=1)[CH2:7][N:8]([CH:21]1[CH2:22][CH2:23]1)[C:9]([C:11]1[C:12]([CH:18]([F:19])[F:20])=[N:13][N:14]([CH3:17])[C:15]=1[F:16])=[O:10]. The catalyst class is: 4. Reactant: [Cl:1][C:2]1[CH:3]=[CH:4][C:5]([C:25]([CH3:27])=[CH2:26])=[C:6]([CH:24]=1)[CH2:7][N:8]([CH:21]1[CH2:23][CH2:22]1)[C:9]([C:11]1[C:12]([CH:18]([F:20])[F:19])=[N:13][N:14]([CH3:17])[C:15]=1[F:16])=[O:10].ClC1C=CC=C(C(OO)=[O:36])C=1.S(S([O-])=O)([O-])=O.[Na+].[Na+].